This data is from Reaction yield outcomes from USPTO patents with 853,638 reactions. The task is: Predict the reaction yield, written as a fraction of the theoretical maximum amount of product (1.0 means a 100% yield; for example, 0.34 means a 34% yield). The reactants are [CH2:1]1[CH2:10][O:9][C:8]2[CH:7]=[CH:6][C:5]([NH:11][C:12]3[C:17]([F:18])=[CH:16][N:15]=[C:14]([NH:19][C:20]4[CH:25]=[CH:24][CH:23]=[C:22](O)[CH:21]=4)[N:13]=3)=[CH:4][C:3]=2[O:2]1.ClC1N=C(NC2C=CC3OCCOC=3C=2)C(F)=CN=1.[CH2:46]([N:53]1[CH2:58][CH2:57][N:56](C2C=CC(N)=CC=2)[CH2:55][CH2:54]1)[C:47]1[CH:52]=[CH:51][CH:50]=[CH:49][CH:48]=1. No catalyst specified. The product is [CH2:46]([N:53]1[CH2:58][CH2:57][N:56]([C:23]2[CH:22]=[CH:21][C:20]([NH:19][C:14]3[N:13]=[C:12]([NH:11][C:5]4[CH:6]=[CH:7][C:8]5[O:9][CH2:10][CH2:1][O:2][C:3]=5[CH:4]=4)[C:17]([F:18])=[CH:16][N:15]=3)=[CH:25][CH:24]=2)[CH2:55][CH2:54]1)[C:47]1[CH:48]=[CH:49][CH:50]=[CH:51][CH:52]=1. The yield is 0.330.